This data is from Forward reaction prediction with 1.9M reactions from USPTO patents (1976-2016). The task is: Predict the product of the given reaction. (1) Given the reactants [CH3:1][C:2]1[CH:7]=[CH:6][C:5]([S:8](Cl)(=[O:10])=[O:9])=[CH:4][C:3]=1[N+:12]([O-:14])=[O:13].[C:15]([NH2:19])([CH3:18])([CH3:17])[CH3:16].Cl, predict the reaction product. The product is: [C:15]([NH:19][S:8]([C:5]1[CH:6]=[CH:7][C:2]([CH3:1])=[C:3]([N+:12]([O-:14])=[O:13])[CH:4]=1)(=[O:10])=[O:9])([CH3:18])([CH3:17])[CH3:16]. (2) The product is: [Br:1][C:2]1[CH:7]=[CH:6][C:5]([Cl:8])=[C:4]([CH:3]=1)[CH2:9][C:10]1[CH:15]=[CH:14][C:13]([OH:16])=[CH:12][CH:11]=1. Given the reactants [Br:1][C:2]1[CH:7]=[CH:6][C:5]([Cl:8])=[C:4]([CH2:9][C:10]2[CH:15]=[CH:14][C:13]([O:16]C)=[CH:12][CH:11]=2)[CH:3]=1.B(Br)(Br)Br, predict the reaction product.